From a dataset of Full USPTO retrosynthesis dataset with 1.9M reactions from patents (1976-2016). Predict the reactants needed to synthesize the given product. (1) Given the product [CH2:6]([O:5][C:1]([N:2]([CH2:8][CH2:9][CH:10]([CH3:12])[CH3:11])[NH2:3])=[O:4])[CH3:7], predict the reactants needed to synthesize it. The reactants are: [C:1]([O:5][CH2:6][CH3:7])(=[O:4])[NH:2][NH2:3].[CH:8](=O)[CH2:9][CH:10]([CH3:12])[CH3:11]. (2) Given the product [NH2:1][C:2]1([C:6]2[CH:7]=[CH:8][C:9]([C:12]3[N:13]=[C:14]4[CH:19]=[CH:18][C:17]([C:20]([NH2:32])=[O:21])=[N:16][N:15]4[C:25]=3[C:26]3[CH:27]=[CH:28][CH:29]=[CH:30][CH:31]=3)=[CH:10][CH:11]=2)[CH2:3][CH2:4][CH2:5]1, predict the reactants needed to synthesize it. The reactants are: [NH2:1][C:2]1([C:6]2[CH:11]=[CH:10][C:9]([C:12]3[N:13]=[C:14]4[CH:19]=[CH:18][C:17]([C:20](OCC)=[O:21])=[N:16][N:15]4[C:25]=3[C:26]3[CH:31]=[CH:30][CH:29]=[CH:28][CH:27]=3)=[CH:8][CH:7]=2)[CH2:5][CH2:4][CH2:3]1.[NH3:32].